From a dataset of Catalyst prediction with 721,799 reactions and 888 catalyst types from USPTO. Predict which catalyst facilitates the given reaction. Reactant: [CH2:1]([O:3][C:4]([C:6]1[N:7]=[N:8][N:9](CC2C=CC(OC)=CC=2)[C:10]=1[C:11]([F:14])([F:13])[F:12])=[O:5])[CH3:2].C(OC(C1N(CC2C=CC(OC)=CC=2)N=NC=1C(F)(F)F)=O)C. Product: [CH2:1]([O:3][C:4]([C:6]1[C:10]([C:11]([F:13])([F:14])[F:12])=[N:9][NH:8][N:7]=1)=[O:5])[CH3:2]. The catalyst class is: 55.